This data is from Merck oncology drug combination screen with 23,052 pairs across 39 cell lines. The task is: Regression. Given two drug SMILES strings and cell line genomic features, predict the synergy score measuring deviation from expected non-interaction effect. (1) Cell line: A2058. Synergy scores: synergy=31.1. Drug 2: Cc1nc(Nc2ncc(C(=O)Nc3c(C)cccc3Cl)s2)cc(N2CCN(CCO)CC2)n1. Drug 1: O=c1[nH]cc(F)c(=O)[nH]1. (2) Drug 1: CCC1=CC2CN(C1)Cc1c([nH]c3ccccc13)C(C(=O)OC)(c1cc3c(cc1OC)N(C)C1C(O)(C(=O)OC)C(OC(C)=O)C4(CC)C=CCN5CCC31C54)C2. Drug 2: NC(=O)c1cccc2cn(-c3ccc(C4CCCNC4)cc3)nc12. Cell line: MSTO. Synergy scores: synergy=-6.46.